Dataset: Reaction yield outcomes from USPTO patents with 853,638 reactions. Task: Predict the reaction yield, written as a fraction of the theoretical maximum amount of product (1.0 means a 100% yield; for example, 0.34 means a 34% yield). The reactants are [F:1][C:2]1[CH:3]=[CH:4][C:5]([OH:14])=[C:6](/[CH:8]=[CH:9]/[C:10]([O:12][CH3:13])=[O:11])[CH:7]=1.[N+](C1C=C(S(O[CH2:28][C@:29]2([CH3:32])[CH2:31][O:30]2)(=O)=O)C=CC=1)([O-])=O.C([O-])([O-])=O.[Cs+].[Cs+]. The catalyst is CN(C=O)C. The product is [F:1][C:2]1[CH:3]=[CH:4][C:5]([O:14][CH2:28][C@:29]2([CH3:32])[CH2:31][O:30]2)=[C:6](/[CH:8]=[CH:9]/[C:10]([O:12][CH3:13])=[O:11])[CH:7]=1. The yield is 0.810.